This data is from Full USPTO retrosynthesis dataset with 1.9M reactions from patents (1976-2016). The task is: Predict the reactants needed to synthesize the given product. (1) Given the product [F:25][C:2]([F:1])([F:24])[O:3][C:4]1[CH:5]=[CH:6][C:7]([N:10]2[CH:14]=[N:13][C:12]([C:15]3[CH:20]=[CH:19][C:18]([NH2:21])=[CH:17][CH:16]=3)=[N:11]2)=[CH:8][CH:9]=1, predict the reactants needed to synthesize it. The reactants are: [F:1][C:2]([F:25])([F:24])[O:3][C:4]1[CH:9]=[CH:8][C:7]([N:10]2[CH:14]=[N:13][C:12]([C:15]3[CH:20]=[CH:19][C:18]([N+:21]([O-])=O)=[CH:17][CH:16]=3)=[N:11]2)=[CH:6][CH:5]=1.C1C(=O)N(Br)C(=O)C1.CSC.[N+](C1C=CC(C=NNC2C=CC(OC(F)(F)F)=CC=2)=CC=1)([O-])=O.[Br-].N1C=NN=N1.C(N(CC)CC)C. (2) Given the product [CH3:1][N:2]1[C:7](=[O:8])[C:6]2=[C:9]([NH:12][C:13]3[CH:18]=[CH:17][CH:16]=[CH:15][CH:14]=3)[N:10]([CH2:26][CH:27]3[CH2:32][CH2:31][O:30][CH2:29][CH2:28]3)[N:11]=[C:5]2[N:4]2[C@H:19]3[CH2:24][CH2:23][CH2:22][C@H:20]3[N:21]=[C:3]12, predict the reactants needed to synthesize it. The reactants are: [CH3:1][N:2]1[C:7](=[O:8])[C:6]2=[C:9]([NH:12][C:13]3[CH:18]=[CH:17][CH:16]=[CH:15][CH:14]=3)[NH:10][N:11]=[C:5]2[N:4]2[C@H:19]3[CH2:24][CH2:23][CH2:22][C@H:20]3[N:21]=[C:3]12.I[CH2:26][CH:27]1[CH2:32][CH2:31][O:30][CH2:29][CH2:28]1.C([O-])([O-])=O.[Cs+].[Cs+]. (3) The reactants are: C([Li])CCC.[F:6][C:7]1[CH:12]=[CH:11][C:10]([C:13]2([CH3:26])[C:22](=[O:23])[C:21]3[C:16](=[CH:17][C:18]([O:24][CH3:25])=[CH:19][CH:20]=3)[S:15][CH2:14]2)=[CH:9][CH:8]=1.CCCCCC.C(OCC)(=O)C. Given the product [F:6][C:7]1[CH:8]=[CH:9][C:10]([C:13]2([CH3:26])[CH:22]([OH:23])[C:21]3[C:16](=[CH:17][C:18]([O:24][CH3:25])=[CH:19][CH:20]=3)[S:15][CH2:14]2)=[CH:11][CH:12]=1, predict the reactants needed to synthesize it. (4) Given the product [C:18]([C:3]1[N:4]=[C:5]([NH:7][C:8]2[CH:17]=[CH:16][C:15]3[C:10](=[CH:11][CH:12]=[CH:13][CH:14]=3)[CH:9]=2)[S:6][C:2]=1[NH:1][C:36]([C:35]1[CH:39]=[CH:40][C:32]([CH2:31][N:51]2[CH2:50][CH2:49][N:48]([C:41]([O:43][C:44]([CH3:47])([CH3:46])[CH3:45])=[O:42])[CH2:53][CH2:52]2)=[CH:33][CH:34]=1)=[O:37])(=[O:19])[NH2:20], predict the reactants needed to synthesize it. The reactants are: [NH2:1][C:2]1[S:6][C:5]([NH:7][C:8]2[CH:17]=[CH:16][C:15]3[C:10](=[CH:11][CH:12]=[CH:13][CH:14]=3)[CH:9]=2)=[N:4][C:3]=1[C:18]([NH2:20])=[O:19].C(N(CC)C(C)C)(C)C.Cl[CH2:31][C:32]1[CH:40]=[CH:39][C:35]([C:36](Cl)=[O:37])=[CH:34][CH:33]=1.[C:41]([N:48]1[CH2:53][CH2:52][NH:51][CH2:50][CH2:49]1)([O:43][C:44]([CH3:47])([CH3:46])[CH3:45])=[O:42]. (5) The reactants are: [F:1][C:2]1[CH:39]=[C:38]([NH:40][C:41]([C:43]2[C:44](=[O:56])[N:45]([C:49]3[CH:54]=[CH:53][C:52]([F:55])=[CH:51][CH:50]=3)[N:46]=[CH:47][CH:48]=2)=[O:42])[CH:37]=[CH:36][C:3]=1[O:4][C:5]1[CH:10]=[CH:9][N:8]=[C:7]2[N:11](CC3C=CC(OC)=CC=3)[N:12]=[C:13]([CH:14]3[CH2:19][CH2:18][N:17](C(OC(C)(C)C)=O)[CH2:16][CH2:15]3)[C:6]=12.C(O)(C(F)(F)F)=O. Given the product [F:1][C:2]1[CH:39]=[C:38]([NH:40][C:41]([C:43]2[C:44](=[O:56])[N:45]([C:49]3[CH:50]=[CH:51][C:52]([F:55])=[CH:53][CH:54]=3)[N:46]=[CH:47][CH:48]=2)=[O:42])[CH:37]=[CH:36][C:3]=1[O:4][C:5]1[CH:10]=[CH:9][N:8]=[C:7]2[NH:11][N:12]=[C:13]([CH:14]3[CH2:15][CH2:16][NH:17][CH2:18][CH2:19]3)[C:6]=12, predict the reactants needed to synthesize it.